This data is from Forward reaction prediction with 1.9M reactions from USPTO patents (1976-2016). The task is: Predict the product of the given reaction. (1) Given the reactants C([O:8][C:9]1[CH:25]=[CH:24][C:12]([CH2:13][NH:14][C:15]2[C:20]([Cl:21])=[C:19]([CH3:22])[N:18]=[C:17]([CH3:23])[N:16]=2)=[CH:11][C:10]=1[O:26][CH3:27])C1C=CC=CC=1.Cl, predict the reaction product. The product is: [Cl:21][C:20]1[C:15]([NH:14][CH2:13][C:12]2[CH:24]=[CH:25][C:9]([OH:8])=[C:10]([O:26][CH3:27])[CH:11]=2)=[N:16][C:17]([CH3:23])=[N:18][C:19]=1[CH3:22]. (2) Given the reactants [CH:1]1([C:4]2[N:5]=[C:6]([C:9]3([C:12]#[N:13])[CH2:11][CH2:10]3)[S:7][CH:8]=2)[CH2:3][CH2:2]1.[H-].[Al+3].[Li+].[H-].[H-].[H-], predict the reaction product. The product is: [CH:1]1([C:4]2[N:5]=[C:6]([C:9]3([CH2:12][NH2:13])[CH2:10][CH2:11]3)[S:7][CH:8]=2)[CH2:3][CH2:2]1. (3) Given the reactants [O:1]=[C:2]1[C:10]2[C:5](=[CH:6][C:7]([C:11]([O:13]C)=[O:12])=[CH:8][CH:9]=2)[CH2:4][NH:3]1.C1COCC1.O.[OH-].[Li+].Cl, predict the reaction product. The product is: [O:1]=[C:2]1[C:10]2[C:5](=[CH:6][C:7]([C:11]([OH:13])=[O:12])=[CH:8][CH:9]=2)[CH2:4][NH:3]1. (4) Given the reactants [CH3:1][C:2]1[CH:24]=[C:23]([CH3:25])[CH:22]=[CH:21][C:3]=1[C:4]([C:6]1[CH:20]=[CH:19][CH:18]=[CH:17][C:7]=1[C:8]([N:10]([CH2:12][C:13]([O:15][CH3:16])=[O:14])[CH3:11])=[O:9])=O.C[O-].[Na+].Cl.CC1C=CC(S(O)(=O)=O)=CC=1, predict the reaction product. The product is: [CH3:1][C:2]1[CH:24]=[C:23]([CH3:25])[CH:22]=[CH:21][C:3]=1[C:4]1[C:6]2[C:7](=[CH:17][CH:18]=[CH:19][CH:20]=2)[C:8](=[O:9])[N:10]([CH3:11])[C:12]=1[C:13]([O:15][CH3:16])=[O:14]. (5) Given the reactants C1(=O)NCCCCC1.[C:9]([CH2:11][CH2:12][CH2:13][CH2:14][C:15]([OH:17])=[O:16])#[N:10], predict the reaction product. The product is: [NH2:10][CH2:9][CH2:11][CH2:12][CH2:13][CH2:14][C:15]([OH:17])=[O:16].